This data is from Full USPTO retrosynthesis dataset with 1.9M reactions from patents (1976-2016). The task is: Predict the reactants needed to synthesize the given product. (1) Given the product [NH:11]1[CH:12]=[CH:13][C:14]2[C:15](=[O:17])[NH:8][CH2:9][C:10]1=2, predict the reactants needed to synthesize it. The reactants are: OC(C(F)(F)F)=O.[NH2:8][CH2:9][C:10]1[NH:11][CH:12]=[CH:13][C:14]=1[C:15]([OH:17])=O.C(Cl)Cl.CCN(C(C)C)C(C)C.F[P-](F)(F)(F)(F)F.N1(O[P+](N2CCCC2)(N2CCCC2)N2CCCC2)C2C=CC=CC=2N=N1. (2) Given the product [F:13][C:14]1[CH:19]=[CH:18][CH:17]=[CH:16][C:15]=1[C@@H:20]([OH:22])[CH3:21], predict the reactants needed to synthesize it. The reactants are: B.C(N(CC)C1C=CC=CC=1)C.[F:13][C:14]1[CH:19]=[CH:18][CH:17]=[CH:16][C:15]=1[C:20](=[O:22])[CH3:21].CO. (3) Given the product [Br:41][C:42]1[C:47](=[O:48])[N:46]2[C:49]3([NH:55][C:56](=[O:57])[C:45]2=[C:44]([Cl:58])[CH:43]=1)[CH2:54][CH2:53][N:52]([CH2:7][CH2:2][C:3]#[N:4])[CH2:51][CH2:50]3, predict the reactants needed to synthesize it. The reactants are: Cl[C:2]1[CH:7]=C(NC2N=CN=C(NC(C3CC3)=O)C=2)C(=O)[N:4]2C(C3C=CC=C(F)C=3)(C)NC(=O)[C:3]=12.C(=O)([O-])[O-].[K+].[K+].Cl.[Br:41][C:42]1[C:47](=[O:48])[N:46]2[C:49]3([NH:55][C:56](=[O:57])[C:45]2=[C:44]([Cl:58])[CH:43]=1)[CH2:54][CH2:53][NH:52][CH2:51][CH2:50]3. (4) The reactants are: Cl[C:2]1[C:3]2[NH:10][CH:9]=[C:8]([C:11]([C:17]3[CH:18]=[C:19]4[C:23](=[CH:24][CH:25]=3)[N:22]([C:26]3[CH:31]=[CH:30][C:29]([F:32])=[CH:28][CH:27]=3)[N:21]=[CH:20]4)([OH:16])[C:12]([F:15])([F:14])[F:13])[C:4]=2[N:5]=[CH:6][N:7]=1.FC(F)(F)C(O)=[O:36]. Given the product [F:13][C:12]([F:15])([F:14])[C:11]([C:8]1[C:4]2[N:5]=[CH:6][NH:7][C:2](=[O:36])[C:3]=2[NH:10][CH:9]=1)([C:17]1[CH:18]=[C:19]2[C:23](=[CH:24][CH:25]=1)[N:22]([C:26]1[CH:27]=[CH:28][C:29]([F:32])=[CH:30][CH:31]=1)[N:21]=[CH:20]2)[OH:16], predict the reactants needed to synthesize it. (5) The reactants are: [Br:1][C:2]1[O:6][C:5]([CH:7]=[O:8])=[CH:4][CH:3]=1.O.[C:10]1(C)C=CC(S(O)(=O)=O)=CC=1.[C:21](=[O:24])(O)[O-].[Na+]. Given the product [Br:1][C:2]1[O:6][C:5]([CH:7]([O:24][CH3:21])[O:8][CH3:10])=[CH:4][CH:3]=1, predict the reactants needed to synthesize it. (6) The reactants are: [CH3:1][S:2]([C:5]1[CH:10]=[CH:9][C:8]([NH:11][C:12]2[C:17]([N+:18]([O-:20])=[O:19])=[C:16]([O:21][CH:22]3[CH2:27][CH2:26][NH:25][CH2:24][CH2:23]3)[N:15]=[CH:14][N:13]=2)=[CH:7][CH:6]=1)(=[O:4])=[O:3].C(N(CC)CC)C.[CH3:35][N:36]1[CH:40]=[C:39]([S:41](Cl)(=[O:43])=[O:42])[N:38]=[CH:37]1. Given the product [CH3:1][S:2]([C:5]1[CH:10]=[CH:9][C:8]([NH:11][C:12]2[C:17]([N+:18]([O-:20])=[O:19])=[C:16]([O:21][CH:22]3[CH2:27][CH2:26][N:25]([S:41]([C:39]4[N:38]=[CH:37][N:36]([CH3:35])[CH:40]=4)(=[O:43])=[O:42])[CH2:24][CH2:23]3)[N:15]=[CH:14][N:13]=2)=[CH:7][CH:6]=1)(=[O:4])=[O:3], predict the reactants needed to synthesize it. (7) The reactants are: Cl[C:2]([O:4][C:5]1[CH:10]=[CH:9][C:8]([O:11][C:12]2[CH:17]=[CH:16][C:15]([C:18]([F:21])([F:20])[F:19])=[CH:14][N:13]=2)=[CH:7][CH:6]=1)=[O:3].[NH:22]1[CH2:27][CH2:26][CH:25]([CH2:28][C:29]2[N:34]=[CH:33][CH:32]=[CH:31][N:30]=2)[CH2:24][CH2:23]1. Given the product [F:19][C:18]([F:21])([F:20])[C:15]1[CH:16]=[CH:17][C:12]([O:11][C:8]2[CH:9]=[CH:10][C:5]([O:4][C:2]([N:22]3[CH2:27][CH2:26][CH:25]([CH2:28][C:29]4[N:30]=[CH:31][CH:32]=[CH:33][N:34]=4)[CH2:24][CH2:23]3)=[O:3])=[CH:6][CH:7]=2)=[N:13][CH:14]=1, predict the reactants needed to synthesize it. (8) Given the product [CH2:1]=[CH:2][CH2:3][NH3+:4].[CH2:5]1[O:7][CH:6]1[CH2:8][Cl:9].[C:10]([O-:13])([OH:12])=[O:11], predict the reactants needed to synthesize it. The reactants are: [CH2:1]=[CH:2][CH2:3][NH2:4].[CH2:5]1[O:7][CH:6]1[CH2:8][Cl:9].[C:10](=[O:13])([O-:12])[O-:11]. (9) Given the product [CH3:1][O:2][C:3](=[O:14])[CH2:4][C:5]1[CH:6]=[C:7]2[C:11](=[CH:12][CH:13]=1)[N:10]([C:16]1[C:17]3[CH2:30][CH2:29][CH2:28][C:18]=3[N:19]=[C:20]([C:22]3[S:23][C:24]([F:27])=[CH:25][CH:26]=3)[N:21]=1)[CH2:9][CH2:8]2, predict the reactants needed to synthesize it. The reactants are: [CH3:1][O:2][C:3](=[O:14])[CH2:4][C:5]1[CH:6]=[C:7]2[C:11](=[CH:12][CH:13]=1)[NH:10][CH2:9][CH2:8]2.Cl[C:16]1[C:17]2[CH2:30][CH2:29][CH2:28][C:18]=2[N:19]=[C:20]([C:22]2[S:23][C:24]([F:27])=[CH:25][CH:26]=2)[N:21]=1.